Task: Predict which catalyst facilitates the given reaction.. Dataset: Catalyst prediction with 721,799 reactions and 888 catalyst types from USPTO Reactant: [N:1]1[CH:6]=[CH:5][CH:4]=[CH:3][C:2]=1[CH:7]1[O:24][C:11]2([CH2:16][CH2:15][N:14]([C:17]([O:19][C:20]([CH3:23])([CH3:22])[CH3:21])=[O:18])[CH2:13][CH2:12]2)[CH2:10][NH:9][CH2:8]1.C(=O)([O-])O.[Na+].FC(F)(F)S(O[CH2:36][CH:37]([F:39])[F:38])(=O)=O. Product: [F:38][CH:37]([F:39])[CH2:36][N:9]1[CH2:8][CH:7]([C:2]2[CH:3]=[CH:4][CH:5]=[CH:6][N:1]=2)[O:24][C:11]2([CH2:16][CH2:15][N:14]([C:17]([O:19][C:20]([CH3:21])([CH3:23])[CH3:22])=[O:18])[CH2:13][CH2:12]2)[CH2:10]1. The catalyst class is: 511.